This data is from Forward reaction prediction with 1.9M reactions from USPTO patents (1976-2016). The task is: Predict the product of the given reaction. (1) Given the reactants [CH2:1]([S:8][C:9]1[CH:10]=[CH:11][C:12]([NH:22][CH:23]2[CH2:28][CH2:27][CH2:26][CH2:25][CH:24]2[OH:29])=[C:13](/[CH:15]=[CH:16]/[C:17]([O:19]CC)=O)[CH:14]=1)[C:2]1[CH:7]=[CH:6][CH:5]=[CH:4][CH:3]=1.C[O-].[Na+], predict the reaction product. The product is: [CH2:1]([S:8][C:9]1[CH:14]=[C:13]2[C:12](=[CH:11][CH:10]=1)[N:22]([C@@H:23]1[CH2:28][CH2:27][CH2:26][CH2:25][C@H:24]1[OH:29])[C:17](=[O:19])[CH:16]=[CH:15]2)[C:2]1[CH:7]=[CH:6][CH:5]=[CH:4][CH:3]=1. (2) Given the reactants C[O:2][C:3]1[N:7]([C:8]2[CH:23]=[CH:22][C:11]([C:12]([NH:14][CH2:15][CH:16]3[CH2:21][CH2:20][O:19][CH2:18][CH2:17]3)=[O:13])=[CH:10][N:9]=2)[N:6]=[CH:5][C:4]=1[C:24]1[CH:29]=[CH:28][N:27]([CH3:30])[C:26](=[O:31])[CH:25]=1.[Cl-].[Li+], predict the reaction product. The product is: [OH:2][C:3]1[N:7]([C:8]2[CH:23]=[CH:22][C:11]([C:12]([NH:14][CH2:15][CH:16]3[CH2:21][CH2:20][O:19][CH2:18][CH2:17]3)=[O:13])=[CH:10][N:9]=2)[N:6]=[CH:5][C:4]=1[C:24]1[CH:29]=[CH:28][N:27]([CH3:30])[C:26](=[O:31])[CH:25]=1. (3) Given the reactants CC(OI1(OC(C)=O)(OC(C)=O)OC(=O)C2C=CC=CC1=2)=O.[O:23]1[C:27]2[CH:28]=[CH:29][CH:30]=[CH:31][C:26]=2[N:25]=[C:24]1[CH:32]([OH:59])[CH:33]([NH:36][C:37](=[O:58])[C@@H:38]([CH:48]([F:57])[C:49]([N:51]1[CH2:56][CH2:55][O:54][CH2:53][CH2:52]1)=[O:50])[CH2:39][CH2:40][CH2:41][C:42]1[CH:47]=[CH:46][CH:45]=[CH:44][CH:43]=1)[CH2:34][CH3:35].[O-]S([O-])(=S)=O.[Na+].[Na+], predict the reaction product. The product is: [O:23]1[C:27]2[CH:28]=[CH:29][CH:30]=[CH:31][C:26]=2[N:25]=[C:24]1[C:32]([CH:33]([NH:36][C:37](=[O:58])[C@@H:38]([CH:48]([F:57])[C:49]([N:51]1[CH2:56][CH2:55][O:54][CH2:53][CH2:52]1)=[O:50])[CH2:39][CH2:40][CH2:41][C:42]1[CH:47]=[CH:46][CH:45]=[CH:44][CH:43]=1)[CH2:34][CH3:35])=[O:59]. (4) Given the reactants [S:1]([OH:5])([OH:4])(=[O:3])=[O:2].[NH2:6][C:7](=[NH:14])[NH:8][CH2:9][CH2:10][CH2:11][CH2:12][NH2:13].[NH2:15][C:16](=[NH:23])[NH:17][CH2:18][CH2:19][CH2:20][CH2:21][NH2:22].[C:24]([O:29][CH2:30][CH2:31][N:32]=[C:33]=[O:34])(=[O:28])[C:25]([CH3:27])=[CH2:26], predict the reaction product. The product is: [S:1]([O-:5])([O-:4])(=[O:3])=[O:2].[C:24]([O:29][CH2:30][CH2:31][NH:32][C:33]([NH:13][CH2:12][CH2:11][CH2:10][CH2:9][NH:8][C:7]([NH2:6])=[NH2+:14])=[O:34])(=[O:28])[C:25]([CH3:27])=[CH2:26].[C:24]([O:29][CH2:30][CH2:31][NH:32][C:33]([NH:22][CH2:21][CH2:20][CH2:19][CH2:18][NH:17][C:16]([NH2:15])=[NH2+:23])=[O:34])(=[O:28])[C:25]([CH3:27])=[CH2:26]. (5) The product is: [Cl:22][C:23]1[N:28]=[C:27]([O:29][CH:30]2[CH2:35][CH2:34][CH2:33][N:32]([CH3:36])[CH2:31]2)[N:26]=[C:25]([NH:37][C:2]2[CH:11]=[CH:10][C:9]3[C:8]4[C:12]5[NH:19][CH2:18][C@@H:17]([CH3:20])[NH:16][C:15](=[O:21])[C:13]=5[S:14][C:7]=4[CH:6]=[CH:5][C:4]=3[N:3]=2)[CH:24]=1. Given the reactants Br[C:2]1[CH:11]=[CH:10][C:9]2[C:8]3[C:12]4[NH:19][CH2:18][C@@H:17]([CH3:20])[NH:16][C:15](=[O:21])[C:13]=4[S:14][C:7]=3[CH:6]=[CH:5][C:4]=2[N:3]=1.[Cl:22][C:23]1[N:28]=[C:27]([O:29][CH:30]2[CH2:35][CH2:34][CH2:33][N:32]([CH3:36])[CH2:31]2)[N:26]=[C:25]([NH2:37])[CH:24]=1.C(=O)([O-])[O-].[Cs+].[Cs+].CC1(C)C2C(=C(P(C3C=CC=CC=3)C3C=CC=CC=3)C=CC=2)OC2C(P(C3C=CC=CC=3)C3C=CC=CC=3)=CC=CC1=2, predict the reaction product.